Dataset: Full USPTO retrosynthesis dataset with 1.9M reactions from patents (1976-2016). Task: Predict the reactants needed to synthesize the given product. (1) Given the product [CH3:18][O:17][C:15]1[CH:16]=[C:11]([C:1]2[CH:6]=[CH:5][CH:4]=[CH:3][CH:2]=2)[C:12]([OH:20])=[C:13]([C:1]2[CH:6]=[CH:5][CH:4]=[CH:3][CH:2]=2)[CH:14]=1, predict the reactants needed to synthesize it. The reactants are: [C:1]1(B(O)O)[CH:6]=[CH:5][CH:4]=[CH:3][CH:2]=1.Br[C:11]1[CH:16]=[C:15]([O:17][CH3:18])[CH:14]=[C:13](Br)[C:12]=1[OH:20].Cl. (2) Given the product [C:3]([CH:2]([C:1]#[N:5])[C:9]([CH3:15])([CH3:14])[C:10]([O:12][CH3:13])=[O:11])#[N:4], predict the reactants needed to synthesize it. The reactants are: [C:1](#[N:5])[CH2:2][C:3]#[N:4].[H-].[Na+].Br[C:9]([CH3:15])([CH3:14])[C:10]([O:12][CH3:13])=[O:11].C(=O)(O)[O-].[Na+]. (3) Given the product [F:18][C:17]1[C:12]([CH2:11][C:10]2[C:4]3[C:5](=[N:6][CH:7]=[C:2]([C:30]#[N:31])[CH:3]=3)[NH:8][CH:9]=2)=[CH:13][CH:14]=[C:15]([NH:19][CH2:20][C:21]2[CH:22]=[N:23][C:24]([O:28][CH3:29])=[C:25]([F:27])[CH:26]=2)[N:16]=1, predict the reactants needed to synthesize it. The reactants are: Br[C:2]1[CH:3]=[C:4]2[C:10]([CH2:11][C:12]3[CH:13]=[CH:14][C:15]([NH:19][CH2:20][C:21]4[CH:22]=[N:23][C:24]([O:28][CH3:29])=[C:25]([F:27])[CH:26]=4)=[N:16][C:17]=3[F:18])=[CH:9][NH:8][C:5]2=[N:6][CH:7]=1.[CH3:30][N:31](C)C(=O)C. (4) The reactants are: Cl[C:2]1[N:3]=[N:4][C:5]([C:8]2[CH:13]=[CH:12][C:11]([S:14]([CH3:17])(=[O:16])=[O:15])=[CH:10][CH:9]=2)=[CH:6][CH:7]=1.[N:18]1([CH:24]2[CH2:29][CH2:28][NH:27][CH2:26][CH2:25]2)[CH2:23][CH2:22][CH2:21][CH2:20][CH2:19]1. Given the product [CH3:17][S:14]([C:11]1[CH:12]=[CH:13][C:8]([C:5]2[N:4]=[N:3][C:2]([N:27]3[CH2:28][CH2:29][CH:24]([N:18]4[CH2:23][CH2:22][CH2:21][CH2:20][CH2:19]4)[CH2:25][CH2:26]3)=[CH:7][CH:6]=2)=[CH:9][CH:10]=1)(=[O:16])=[O:15], predict the reactants needed to synthesize it. (5) Given the product [CH2:1]([P:3]([CH2:8][CH:7]([C:6]#[N:10])[CH3:9])(=[O:5])[OH:4])[CH3:2], predict the reactants needed to synthesize it. The reactants are: [CH2:1]([P:3]([OH:5])[OH:4])[CH3:2].[C:6](#[N:10])[C:7]([CH3:9])=[CH2:8].CC(N=NC(C#N)(C)C)(C#N)C. (6) Given the product [F:13][C:14]1[CH:15]=[CH:16][C:17]([N+:21]([O-:23])=[O:22])=[C:18]([O:20][C@@H:27]2[CH2:28][CH2:29][CH2:30][CH2:31][C@@H:26]2[O:25][CH3:24])[CH:19]=1, predict the reactants needed to synthesize it. The reactants are: CCOC(/N=N/C(OCC)=O)=O.[F:13][C:14]1[CH:15]=[CH:16][C:17]([N+:21]([O-:23])=[O:22])=[C:18]([OH:20])[CH:19]=1.[CH3:24][O:25][CH:26]1[CH2:31][CH2:30][CH2:29][CH2:28][CH:27]1O.C1(P(C2C=CC=CC=2)C2C=CC=CC=2)C=CC=CC=1. (7) Given the product [CH3:1][C:2]1[N:6]=[C:5]([C:7]2[C:15]3[CH2:14][CH2:13][O:12][CH2:11][C:10]=3[S:9][C:8]=2[NH:16][C:26]([C:17]2[CH2:22][CH2:21][CH2:20][CH2:19][C:18]=2[C:23]([OH:25])=[O:24])=[O:27])[O:4][N:3]=1, predict the reactants needed to synthesize it. The reactants are: [CH3:1][C:2]1[N:6]=[C:5]([C:7]2[C:15]3[CH2:14][CH2:13][O:12][CH2:11][C:10]=3[S:9][C:8]=2[NH2:16])[O:4][N:3]=1.[C:17]12[C:26](=[O:27])[O:25][C:23](=[O:24])[C:18]=1[CH2:19][CH2:20][CH2:21][CH2:22]2.CCOCC. (8) Given the product [Cl:11][C:12]1[CH:19]=[C:18]([N:3]2[CH2:4][CH2:5][C@@:6]([OH:7])([CH3:8])[C@@H:2]2[CH3:1])[CH:17]=[CH:16][C:13]=1[C:14]#[N:15], predict the reactants needed to synthesize it. The reactants are: [CH3:1][C@H:2]1[C@@:6]([CH2:8]CC)([OH:7])[CH2:5][CH2:4][NH:3]1.[Cl:11][C:12]1[CH:19]=[C:18](F)[CH:17]=[CH:16][C:13]=1[C:14]#[N:15].C(=O)([O-])[O-].[Li+].[Li+].